From a dataset of Human liver microsome stability data. Regression/Classification. Given a drug SMILES string, predict its absorption, distribution, metabolism, or excretion properties. Task type varies by dataset: regression for continuous measurements (e.g., permeability, clearance, half-life) or binary classification for categorical outcomes (e.g., BBB penetration, CYP inhibition). Dataset: hlm. (1) The molecule is Oc1c2ccc(Nc3ccc(Cl)cc3)cc2nc2cc(F)cc(F)c12. The result is 0 (unstable in human liver microsomes). (2) The compound is N#Cc1ccc(F)cc1Cn1c(N2CCC[C@@H](N)C2)nc2c(Br)cnc-2c1O. The result is 0 (unstable in human liver microsomes). (3) The drug is Nc1ncc(-c2ccc(C(=O)N3CCNCC3)cc2)cc1-c1ccc(C(F)(F)F)cc1. The result is 0 (unstable in human liver microsomes). (4) The compound is Cc1cc(NC(=O)c2cccc(-n3cc(NC(=O)Nc4ccccc4Cl)cn3)c2)cc(C)n1. The result is 1 (stable in human liver microsomes). (5) The molecule is O=C(NCCc1ccc(O)cc1)[C@@H]1CCC2=Nc3ccc(Br)cc3CN21. The result is 1 (stable in human liver microsomes). (6) The molecule is O=C(N[C@@H](Cc1c[nH]c2ccccc12)C(=O)Nc1ccncc1)c1ccc(N2CCNCC2)cc1F. The result is 1 (stable in human liver microsomes). (7) The drug is Nc1nccc(-c2ccc3[nH]c(C4COc5c(cccc5C(=O)NC5CC5)C4)nc3c2)n1. The result is 0 (unstable in human liver microsomes).